Dataset: Reaction yield outcomes from USPTO patents with 853,638 reactions. Task: Predict the reaction yield, written as a fraction of the theoretical maximum amount of product (1.0 means a 100% yield; for example, 0.34 means a 34% yield). (1) The reactants are [NH2:1][C@H:2]([C:13](O)=[O:14])[CH2:3][C:4]1[C:12]2[C:7](=[CH:8][CH:9]=[CH:10][CH:11]=2)[NH:6][CH:5]=1.S(C)C. The catalyst is C1COCC1. The product is [NH2:1][C@@H:2]([CH2:3][C:4]1[C:12]2[C:7](=[CH:8][CH:9]=[CH:10][CH:11]=2)[NH:6][CH:5]=1)[CH2:13][OH:14]. The yield is 0.920. (2) The reactants are [CH3:1][O:2][C:3](=[O:7])[CH2:4][O:5][CH3:6].[Li+].CC([N-]C(C)C)C.[CH3:16][C:17]1[O:21][C:20]([C:22]2[CH:27]=[CH:26][CH:25]=[CH:24][CH:23]=2)=[N:19][C:18]=1[CH2:28][CH2:29][O:30][C:31]1[C:39]2[CH:38]=[CH:37][S:36][C:35]=2[C:34]([CH:40]=[O:41])=[CH:33][CH:32]=1.Cl. The catalyst is C1COCC1.ClCCl.ClCCl.CCOC(C)=O. The product is [CH3:1][O:2][C:3](=[O:7])[CH:4]([O:5][CH3:6])[CH:40]([OH:41])[C:34]1[C:35]2[S:36][CH:37]=[CH:38][C:39]=2[C:31]([O:30][CH2:29][CH2:28][C:18]2[N:19]=[C:20]([C:22]3[CH:27]=[CH:26][CH:25]=[CH:24][CH:23]=3)[O:21][C:17]=2[CH3:16])=[CH:32][CH:33]=1. The yield is 0.910. (3) The reactants are Cl[C:2]1[N:3]=[C:4]2[C:10]3[CH:11]=[CH:12][CH:13]=[CH:14][C:9]=3[NH:8][C:7]3[N:15]=[CH:16][CH:17]=[CH:18][C:6]=3[N:5]2[C:19]=1[C:20]1[CH:25]=[CH:24][C:23]([C:26]2([NH:30][C:31](=[O:37])[O:32][C:33]([CH3:36])([CH3:35])[CH3:34])[CH2:29][CH2:28][CH2:27]2)=[CH:22][CH:21]=1.[CH3:38][C:39]1[CH:44]=[CH:43][C:42](B2OC(C)(C)C(C)(C)O2)=[CH:41][C:40]=1[N+:54]([O-:56])=[O:55].C([O-])([O-])=O.[Na+].[Na+]. The catalyst is CN(C=O)C.CCOC(C)=O.CC(P(C(C)(C)C)C1C=CC(N(C)C)=CC=1)(C)C.CC(P(C(C)(C)C)C1C=CC(N(C)C)=CC=1)(C)C.Cl[Pd]Cl. The product is [CH3:38][C:39]1[CH:44]=[CH:43][C:42]([C:2]2[N:3]=[C:4]3[C:10]4[CH:11]=[CH:12][CH:13]=[CH:14][C:9]=4[NH:8][C:7]4[N:15]=[CH:16][CH:17]=[CH:18][C:6]=4[N:5]3[C:19]=2[C:20]2[CH:25]=[CH:24][C:23]([C:26]3([NH:30][C:31](=[O:37])[O:32][C:33]([CH3:36])([CH3:35])[CH3:34])[CH2:27][CH2:28][CH2:29]3)=[CH:22][CH:21]=2)=[CH:41][C:40]=1[N+:54]([O-:56])=[O:55]. The yield is 0.957.